Dataset: Catalyst prediction with 721,799 reactions and 888 catalyst types from USPTO. Task: Predict which catalyst facilitates the given reaction. Reactant: [Si:1]([O:8][C@H:9]([C:46]1[CH:51]=[CH:50][C:49]([F:52])=[CH:48][CH:47]=1)[CH2:10][CH2:11][C@@H:12]1[C@@H:15]([C:16]2[CH:21]=[CH:20][C:19](B3OC(C)(C)C(C)(C)O3)=[CH:18][C:17]=2[O:31][Si:32]([C:35]([CH3:38])([CH3:37])[CH3:36])([CH3:34])[CH3:33])[N:14]([C:39]2[CH:44]=[CH:43][CH:42]=[CH:41][CH:40]=2)[C:13]1=[O:45])([C:4]([CH3:7])([CH3:6])[CH3:5])([CH3:3])[CH3:2].[C:53]([O:56][C@@H:57]1[C@@H:62]([O:63][C:64](=[O:66])[CH3:65])[C@H:61]([O:67][C:68](=[O:70])[CH3:69])[C@@H:60]([CH2:71][O:72][C:73](=[O:75])[CH3:74])[O:59][C@H:58]1[C:76]1[CH:81]=[CH:80][CH:79]=[C:78](Br)[CH:77]=1)(=[O:55])[CH3:54].C(=O)([O-])[O-].[K+].[K+]. Product: [C:53]([O:56][C@@H:57]1[C@@H:62]([O:63][C:64](=[O:66])[CH3:65])[C@H:61]([O:67][C:68](=[O:70])[CH3:69])[C@@H:60]([CH2:71][O:72][C:73](=[O:75])[CH3:74])[O:59][C@H:58]1[C:76]1[CH:77]=[C:78]([C:19]2[CH:20]=[CH:21][C:16]([C@@H:15]3[C@@H:12]([CH2:11][CH2:10][C@H:9]([O:8][Si:1]([C:4]([CH3:5])([CH3:6])[CH3:7])([CH3:3])[CH3:2])[C:46]4[CH:51]=[CH:50][C:49]([F:52])=[CH:48][CH:47]=4)[C:13](=[O:45])[N:14]3[C:39]3[CH:44]=[CH:43][CH:42]=[CH:41][CH:40]=3)=[C:17]([O:31][Si:32]([C:35]([CH3:38])([CH3:37])[CH3:36])([CH3:33])[CH3:34])[CH:18]=2)[CH:79]=[CH:80][CH:81]=1)(=[O:55])[CH3:54]. The catalyst class is: 335.